The task is: Regression. Given a peptide amino acid sequence and an MHC pseudo amino acid sequence, predict their binding affinity value. This is MHC class II binding data.. This data is from Peptide-MHC class II binding affinity with 134,281 pairs from IEDB. (1) The peptide sequence is ALTGFLQYAGCSEQE. The MHC is DRB1_0101 with pseudo-sequence DRB1_0101. The binding affinity (normalized) is 0.455. (2) The peptide sequence is KVERQWIPSVCFSTL. The MHC is DRB1_0801 with pseudo-sequence DRB1_0801. The binding affinity (normalized) is 0.372. (3) The peptide sequence is RERLVLTLGAAMVEI. The MHC is HLA-DQA10102-DQB10501 with pseudo-sequence HLA-DQA10102-DQB10501. The binding affinity (normalized) is 0.680. (4) The MHC is DRB1_1501 with pseudo-sequence DRB1_1501. The binding affinity (normalized) is 0.936. The peptide sequence is RADITTVSTFIDLNI. (5) The peptide sequence is SCWAFSGVAATESAY. The binding affinity (normalized) is 0.379. The MHC is DRB1_1501 with pseudo-sequence DRB1_1501. (6) The peptide sequence is RFHLIKNTFGLLFYQ. The MHC is DRB4_0101 with pseudo-sequence DRB4_0103. The binding affinity (normalized) is 0.490. (7) The peptide sequence is ARRRLRTLVLAPTRV. The MHC is HLA-DQA10201-DQB10301 with pseudo-sequence HLA-DQA10201-DQB10301. The binding affinity (normalized) is 0.515. (8) The peptide sequence is SQDLELSWNLNGLDAY. The MHC is HLA-DQA10101-DQB10501 with pseudo-sequence HLA-DQA10101-DQB10501. The binding affinity (normalized) is 0.762.